Task: Predict the product of the given reaction.. Dataset: Forward reaction prediction with 1.9M reactions from USPTO patents (1976-2016) The product is: [Br:11][C:12]1[CH:17]=[CH:16][C:15]([CH2:18][C:27]([CH3:28])([OH:26])[CH3:4])=[CH:14][CH:13]=1. Given the reactants Br[Mg]C.[C:4]1(C)C=CC=CC=1.[Br:11][C:12]1[CH:17]=[CH:16][C:15]([CH2:18]C(OCC)=O)=[CH:14][CH:13]=1.CC[O:26][CH2:27][CH3:28], predict the reaction product.